Task: Predict the reactants needed to synthesize the given product.. Dataset: Full USPTO retrosynthesis dataset with 1.9M reactions from patents (1976-2016) Given the product [C:1]1([CH3:36])[CH:2]=[CH:3][C:4]([C:7]2[N:8]=[C:9]3[CH2:23][CH2:22][CH2:21][N:20]([CH2:24][CH2:25][CH2:26][CH2:27][CH2:28][CH2:29][CH2:30][C:31]([O:33][CH2:34][CH3:35])=[O:32])[C:10]3=[N:11][C:12]=2[C:13]2[CH:18]=[CH:17][C:16]([CH3:19])=[CH:15][CH:14]=2)=[CH:5][CH:6]=1, predict the reactants needed to synthesize it. The reactants are: [C:1]1([CH3:36])[CH:6]=[CH:5][C:4]([C:7]2[N:8]=[C:9]3[CH2:23][CH2:22][CH2:21][N:20]([CH2:24][CH2:25][CH2:26][CH2:27][CH2:28]/[CH:29]=[CH:30]/[C:31]([O:33][CH2:34][CH3:35])=[O:32])[C:10]3=[N:11][C:12]=2[C:13]2[CH:18]=[CH:17][C:16]([CH3:19])=[CH:15][CH:14]=2)=[CH:3][CH:2]=1.